This data is from Catalyst prediction with 721,799 reactions and 888 catalyst types from USPTO. The task is: Predict which catalyst facilitates the given reaction. (1) Reactant: C([O:8][C:9]1[CH:10]=[C:11]2[C:16](=[CH:17][CH:18]=1)[C:15](=[O:19])[N:14]([CH:20]1[CH2:25][CH2:24][CH2:23][CH2:22][CH:21]1[NH:26][S:27]([CH3:30])(=[O:29])=[O:28])[CH:13]([C:31]1[CH:36]=[CH:35][C:34]([Cl:37])=[CH:33][C:32]=1[Cl:38])[CH:12]2[C:39]([NH:41][O:42][CH2:43][C:44]1[CH:49]=[CH:48][CH:47]=[CH:46][N:45]=1)=[O:40])C1C=CC=CC=1.CC1C(C)=C(C)C(C)=C(C)C=1. Product: [Cl:38][C:32]1[CH:33]=[C:34]([Cl:37])[CH:35]=[CH:36][C:31]=1[CH:13]1[CH:12]([C:39]([NH:41][O:42][CH2:43][C:44]2[CH:49]=[CH:48][CH:47]=[CH:46][N:45]=2)=[O:40])[C:11]2[C:16](=[CH:17][CH:18]=[C:9]([OH:8])[CH:10]=2)[C:15](=[O:19])[N:14]1[CH:20]1[CH2:25][CH2:24][CH2:23][CH2:22][CH:21]1[NH:26][S:27]([CH3:30])(=[O:29])=[O:28]. The catalyst class is: 55. (2) Reactant: Br[C:2]1[C:7]([F:8])=[CH:6][C:5]([NH2:9])=[C:4]([CH3:10])[CH:3]=1.[CH3:11][N:12](C=O)C. Product: [NH2:9][C:5]1[C:4]([CH3:10])=[CH:3][C:2]([C:11]#[N:12])=[C:7]([F:8])[CH:6]=1. The catalyst class is: 380. (3) Reactant: [Cl:1][C:2]1[CH:8]=[CH:7][C:5]([NH2:6])=[CH:4][C:3]=1[O:9][CH3:10].[C:11]([O:15][C:16]([N:18]1[CH2:24][CH2:23][CH2:22][C@H:19]1[CH:20]=O)=[O:17])([CH3:14])([CH3:13])[CH3:12].C([BH3-])#N.[Na+].C(=O)(O)[O-].[Na+]. Product: [C:11]([O:15][C:16]([N:18]1[CH2:24][CH2:23][CH2:22][C@H:19]1[CH2:20][NH:6][C:5]1[CH:7]=[CH:8][C:2]([Cl:1])=[C:3]([O:9][CH3:10])[CH:4]=1)=[O:17])([CH3:14])([CH3:12])[CH3:13]. The catalyst class is: 130. (4) The catalyst class is: 27. Product: [C:1]1([N:7]([C:22]2[CH:27]=[CH:26][CH:25]=[CH:24][CH:23]=2)[N:8]=[CH:9][C:10]2[CH:15]=[CH:14][C:13]([N:16]([CH2:19][CH3:20])[CH2:17][CH3:18])=[CH:12][C:11]=2[O:21][CH:40]2[O:41][CH:39]2[CH3:37])[CH:2]=[CH:3][CH:4]=[CH:5][CH:6]=1. Reactant: [C:1]1([N:7]([C:22]2[CH:27]=[CH:26][CH:25]=[CH:24][CH:23]=2)[N:8]=[CH:9][C:10]2[CH:15]=[CH:14][C:13]([N:16]([CH2:19][CH3:20])[CH2:17][CH3:18])=[CH:12][C:11]=2[OH:21])[CH:6]=[CH:5][CH:4]=[CH:3][CH:2]=1.[OH-].[K+].S([O-])([O-])(=O)=O.[Na+].[Na+].[CH2:37]([CH:39]1[O:41][CH2:40]1)Cl. (5) Reactant: [CH3:1][O:2][C:3]([C:5]1[C:13]2[C:8](=[CH:9][CH:10]=[C:11]([NH2:14])[CH:12]=2)[NH:7][N:6]=1)=[O:4].[C:15]([S-:17])#[N:16].[K+].BrBr. Product: [CH3:1][O:2][C:3]([C:5]1[C:13]2[C:12]3[S:17][C:15]([NH2:16])=[N:14][C:11]=3[CH:10]=[CH:9][C:8]=2[NH:7][N:6]=1)=[O:4]. The catalyst class is: 5. (6) Product: [CH2:27]([NH:15][C:16]1[CH:17]=[C:18]([CH:22]([OH:26])[CH2:23][C:24]#[N:25])[CH:19]=[CH:20][CH:21]=1)[C:28]1[CH:33]=[CH:32][CH:31]=[CH:30][CH:29]=1. The catalyst class is: 2. Reactant: [BH-](OC(C)=O)(OC(C)=O)OC(C)=O.[Na+].[NH2:15][C:16]1[CH:17]=[C:18]([CH:22]([OH:26])[CH2:23][C:24]#[N:25])[CH:19]=[CH:20][CH:21]=1.[CH:27](=O)[C:28]1[CH:33]=[CH:32][CH:31]=[CH:30][CH:29]=1. (7) The catalyst class is: 10. Reactant: [Cl:1]S([N:5]=[C:6]=[O:7])(=O)=O.[OH:8][CH2:9][C@@H:10]([NH:22]C(=O)OC(C)(C)C)[CH2:11][C:12]1[CH:17]=[CH:16][CH:15]=[C:14]([C:18]([F:21])([F:20])[F:19])[CH:13]=1.O. Product: [ClH:1].[C:6](=[O:7])([O:8][CH2:9][C@@H:10]([NH2:22])[CH2:11][C:12]1[CH:17]=[CH:16][CH:15]=[C:14]([C:18]([F:20])([F:21])[F:19])[CH:13]=1)[NH2:5].